Predict the reactants needed to synthesize the given product. From a dataset of Full USPTO retrosynthesis dataset with 1.9M reactions from patents (1976-2016). (1) Given the product [ClH:35].[CH2:1]([O:3][C:4]([NH:6][CH2:7][C:8]1([CH2:14][C:15]([O:17][C:18]2[CH:23]=[CH:22][CH:21]=[C:20]([C@@:24]3([OH:34])[CH2:29][CH2:28][CH2:27][CH2:26][C@@H:25]3[CH2:30][N:31]([CH3:32])[CH3:33])[CH:19]=2)=[O:16])[CH2:9][CH2:10][CH2:11][CH2:12][CH2:13]1)=[O:5])[CH3:2], predict the reactants needed to synthesize it. The reactants are: [CH2:1]([O:3][C:4]([NH:6][CH2:7][C:8]1([CH2:14][C:15]([O:17][C:18]2[CH:23]=[CH:22][CH:21]=[C:20]([C@@:24]3([OH:34])[CH2:29][CH2:28][CH2:27][CH2:26][C@@H:25]3[CH2:30][N:31]([CH3:33])[CH3:32])[CH:19]=2)=[O:16])[CH2:13][CH2:12][CH2:11][CH2:10][CH2:9]1)=[O:5])[CH3:2].[ClH:35]. (2) Given the product [CH2:13]([NH:10][C:11]([N:1]1[CH2:6][CH2:5][CH:4]([CH2:7][CH2:8][OH:9])[CH2:3][CH2:2]1)=[S:12])[CH3:14], predict the reactants needed to synthesize it. The reactants are: [NH:1]1[CH2:6][CH2:5][CH:4]([CH2:7][CH2:8][OH:9])[CH2:3][CH2:2]1.[N:10]([CH2:13][CH3:14])=[C:11]=[S:12]. (3) Given the product [NH2:1][C:2]1[C:3]([Cl:13])=[C:4]2[C:9](=[CH:10][CH:11]=1)[C:8](=[O:12])[NH:7][CH:6]=[CH:5]2, predict the reactants needed to synthesize it. The reactants are: [NH2:1][C:2]1[CH:3]=[C:4]2[C:9](=[CH:10][CH:11]=1)[C:8](=[O:12])[NH:7][CH:6]=[CH:5]2.[Cl:13]N1C(=O)CCC1=O. (4) Given the product [CH2:34]([C@H:16]1[N:17]([C:20]2[S:21][C:22]3[CH:28]=[C:27]([O:29][C:30]([F:32])([F:33])[F:31])[CH:26]=[CH:25][C:23]=3[N:24]=2)[CH2:18][CH2:19][N:14]([CH2:13][C:8]2[CH:7]=[C:6]([CH:11]=[C:10]([CH3:12])[CH:9]=2)[O:5][CH2:4][C:3]([OH:38])=[O:2])[CH2:15]1)[CH2:35][CH2:36][CH3:37], predict the reactants needed to synthesize it. The reactants are: C[O:2][C:3](=[O:38])[CH2:4][O:5][C:6]1[CH:11]=[C:10]([CH3:12])[CH:9]=[C:8]([CH2:13][N:14]2[CH2:19][CH2:18][N:17]([C:20]3[S:21][C:22]4[CH:28]=[C:27]([O:29][C:30]([F:33])([F:32])[F:31])[CH:26]=[CH:25][C:23]=4[N:24]=3)[C@H:16]([CH2:34][CH2:35][CH2:36][CH3:37])[CH2:15]2)[CH:7]=1.[OH-].[Na+].O1CCCC1.Cl. (5) Given the product [Cl:25][C:21]1[CH:22]=[CH:23][CH:24]=[C:19]([Cl:18])[C:20]=1[C:26]1[C:30]([CH2:31][O:32][C:33]2[CH:34]=[CH:35][C:36]([C:2]3[CH:3]=[C:4]4[C:9](=[CH:10][CH:11]=3)[N:8]=[C:7]([CH3:12])[C:6]([C:13]([O:15][CH2:16][CH3:17])=[O:14])=[CH:5]4)=[CH:37][CH:38]=2)=[C:29]([CH:48]([CH3:50])[CH3:49])[O:28][N:27]=1, predict the reactants needed to synthesize it. The reactants are: Br[C:2]1[CH:3]=[C:4]2[C:9](=[CH:10][CH:11]=1)[N:8]=[C:7]([CH3:12])[C:6]([C:13]([O:15][CH2:16][CH3:17])=[O:14])=[CH:5]2.[Cl:18][C:19]1[CH:24]=[CH:23][CH:22]=[C:21]([Cl:25])[C:20]=1[C:26]1[C:30]([CH2:31][O:32][C:33]2[CH:38]=[CH:37][C:36](B3OC(C)(C)C(C)(C)O3)=[CH:35][CH:34]=2)=[C:29]([CH:48]([CH3:50])[CH3:49])[O:28][N:27]=1.C1(P(C2C=CC=CC=2)C2C=CC=CC=2)C=CC=CC=1.P([O-])([O-])([O-])=O.[K+].[K+].[K+].